Dataset: Reaction yield outcomes from USPTO patents with 853,638 reactions. Task: Predict the reaction yield, written as a fraction of the theoretical maximum amount of product (1.0 means a 100% yield; for example, 0.34 means a 34% yield). (1) The reactants are [C:1]1([C@H:7]2[CH2:11][O:10][C:9](=[O:12])[N:8]2[CH2:13][C:14]([OH:16])=[O:15])[CH:6]=[CH:5][CH:4]=[CH:3][CH:2]=1.[C:17](Cl)(=O)C. The catalyst is CO. The product is [C:1]1([C@H:7]2[CH2:11][O:10][C:9](=[O:12])[N:8]2[CH2:13][C:14]([O:16][CH3:17])=[O:15])[CH:2]=[CH:3][CH:4]=[CH:5][CH:6]=1. The yield is 0.940. (2) The reactants are C(OC[O:5][C:6]1[CH:11]=[CH:10][C:9]([O:12][CH:13](C)C)=[C:8]([O:16]COCC)[C:7]=1C)C.Cl.O. The catalyst is CO. The product is [CH3:13][O:12][C:9]1[CH:10]=[CH:11][C:6]([OH:5])=[CH:7][C:8]=1[OH:16]. The yield is 0.990. (3) The reactants are Cl[CH2:2][CH2:3][CH2:4][N:5]1[C:13](=[O:14])[N:8]2[CH:9]=[CH:10][CH:11]=[CH:12][C:7]2=[N:6]1.[NH:15]1[CH2:20][CH:19]=[C:18]([C:21]2[C:29]3[C:24](=[CH:25][CH:26]=[CH:27][CH:28]=3)[NH:23][CH:22]=2)[CH2:17][CH2:16]1.[I-].[K+].C(=O)([O-])[O-].[K+].[K+]. The catalyst is O.CC(C)=O. The product is [NH:23]1[C:24]2[C:29](=[CH:28][CH:27]=[CH:26][CH:25]=2)[C:21]([C:18]2[CH2:19][CH2:20][N:15]([CH2:2][CH2:3][CH2:4][N:5]3[C:13](=[O:14])[N:8]4[CH:9]=[CH:10][CH:11]=[CH:12][C:7]4=[N:6]3)[CH2:16][CH:17]=2)=[CH:22]1. The yield is 0.590.